From a dataset of Forward reaction prediction with 1.9M reactions from USPTO patents (1976-2016). Predict the product of the given reaction. (1) Given the reactants Cl[CH2:2][C:3]1[N:4]=[C:5]2[S:12][C:11]([O:13][CH3:14])=[C:10]([C:15]([NH:17][CH2:18][CH3:19])=[O:16])[N:6]2[C:7](=[O:9])[CH:8]=1.[F:20][C:21]1[C:26]([C:27]([F:30])([F:29])[F:28])=[CH:25][CH:24]=[CH:23][C:22]=1B(O)O.C1(P(C2CCCCC2)C2CCCCC2)CCCCC1.P([O-])([O-])([O-])=O.[K+].[K+].[K+].C(=O)([O-])O.[Na+], predict the reaction product. The product is: [CH2:18]([NH:17][C:15]([C:10]1[N:6]2[C:7](=[O:9])[CH:8]=[C:3]([CH2:2][C:22]3[CH:23]=[CH:24][CH:25]=[C:26]([C:27]([F:30])([F:29])[F:28])[C:21]=3[F:20])[N:4]=[C:5]2[S:12][C:11]=1[O:13][CH3:14])=[O:16])[CH3:19]. (2) Given the reactants Cl[C:2]1[N:10]=[C:9]2[C:5]([N:6]=[C:7]([CH2:12][N:13]3[CH2:18][CH2:17][CH:16]([CH:19]4[CH2:22][O:21][CH2:20]4)[CH2:15][CH2:14]3)[N:8]2[CH3:11])=[C:4]([N:23]2[CH2:28][CH2:27][O:26][CH2:25][CH2:24]2)[N:3]=1.[NH:29]1[C:33]2[CH:34]=[CH:35][CH:36]=[CH:37][C:32]=2[N:31]=[C:30]1CN.CC(C1C=C(C(C)C)C(C2C=CC=CC=2P(C2CCCCC2)C2CCCCC2)=C(C(C)C)C=1)C.C(=O)([O-])[O-].[Cs+].[Cs+].[CH3:80][N:81](C=O)C, predict the reaction product. The product is: [CH3:80][NH:81][C:30]1[N:29]([C:2]2[N:10]=[C:9]3[C:5]([N:6]=[C:7]([CH2:12][N:13]4[CH2:14][CH2:15][CH:16]([CH:19]5[CH2:20][O:21][CH2:22]5)[CH2:17][CH2:18]4)[N:8]3[CH3:11])=[C:4]([N:23]3[CH2:28][CH2:27][O:26][CH2:25][CH2:24]3)[N:3]=2)[C:33]2[CH:34]=[CH:35][CH:36]=[CH:37][C:32]=2[N:31]=1.